Task: Predict which catalyst facilitates the given reaction.. Dataset: Catalyst prediction with 721,799 reactions and 888 catalyst types from USPTO (1) Reactant: [CH3:1][O:2][C:3](=[O:15])[CH:4]([C:13]#[N:14])[CH2:5][C:6]1[CH:11]=[CH:10][C:9]([OH:12])=[CH:8][CH:7]=1.C([O-])([O-])=O.[K+].[K+].Br[CH2:23][C:24]1[CH:25]=[C:26]([OH:30])[CH:27]=[CH:28][CH:29]=1. Product: [C:13]([CH:4]([CH2:5][C:6]1[CH:11]=[CH:10][C:9]([O:12][CH2:23][C:24]2[CH:29]=[CH:28][CH:27]=[C:26]([OH:30])[CH:25]=2)=[CH:8][CH:7]=1)[C:3]([O:2][CH3:1])=[O:15])#[N:14]. The catalyst class is: 10. (2) Reactant: [C:1]([C:5]1[CH:9]=[C:8]([C:10]([O:12][CH2:13][CH3:14])=[O:11])[NH:7][N:6]=1)([CH3:4])([CH3:3])[CH3:2].[Cl:15][C:16]1[CH:23]=[C:22]([C:24]([F:27])([F:26])[F:25])[CH:21]=[CH:20][C:17]=1[CH2:18]Cl.C(=O)([O-])[O-].[K+].[K+]. Product: [C:1]([C:5]1[CH:9]=[C:8]([C:10]([O:12][CH2:13][CH3:14])=[O:11])[N:7]([CH2:18][C:17]2[CH:20]=[CH:21][C:22]([C:24]([F:25])([F:27])[F:26])=[CH:23][C:16]=2[Cl:15])[N:6]=1)([CH3:4])([CH3:2])[CH3:3]. The catalyst class is: 9.